This data is from Forward reaction prediction with 1.9M reactions from USPTO patents (1976-2016). The task is: Predict the product of the given reaction. (1) Given the reactants [F:1][C:2]1[CH:7]=[CH:6][C:5]([S:8]([NH:11][C:12]2[C:21]([C:22]([O:24][CH3:25])=[O:23])=[C:20]3[C:15]([CH:16]4[CH2:26][CH:17]4[CH2:18][O:19]3)=[CH:14][CH:13]=2)(=[O:10])=[O:9])=[C:4]([CH:27]2[CH2:30][N:29](C(=O)C(F)(F)F)[CH2:28]2)[CH:3]=1.C(=O)([O-])[O-].[K+].[K+], predict the reaction product. The product is: [NH:29]1[CH2:30][CH:27]([C:4]2[CH:3]=[C:2]([F:1])[CH:7]=[CH:6][C:5]=2[S:8]([NH:11][C:12]2[C:21]([C:22]([O:24][CH3:25])=[O:23])=[C:20]3[C:15]([CH:16]4[CH2:26][CH:17]4[CH2:18][O:19]3)=[CH:14][CH:13]=2)(=[O:9])=[O:10])[CH2:28]1. (2) Given the reactants [C:1]([O:8][CH2:9]C)(=O)[C:2]([O:4][CH2:5][CH3:6])=[O:3].COC[C:14]([O:16][CH3:17])=[O:15].[CH3:18][O-].[Na+].Cl, predict the reaction product. The product is: [CH2:17]([O:16][C:14](=[O:15])[CH:1]([O:8][CH3:9])[C:2]([O:4][CH2:5][CH3:6])=[O:3])[CH3:18]. (3) Given the reactants [H-].[Al+3].[Li+].[H-].[H-].[H-].[NH2:7][C:8]1[C:9]2[CH:16]=[C:15]([C:17]3[N:21]([CH:22]4[CH2:26][CH2:25][N:24]([C:27](OC(C)(C)C)=O)[CH2:23]4)[CH:20]=[N:19][C:18]=3[C:34]3[CH:39]=[CH:38][CH:37]=[CH:36][CH:35]=3)[S:14][C:10]=2[N:11]=[CH:12][N:13]=1.O, predict the reaction product. The product is: [CH3:27][N:24]1[CH2:25][CH2:26][CH:22]([N:21]2[C:17]([C:15]3[S:14][C:10]4[N:11]=[CH:12][N:13]=[C:8]([NH2:7])[C:9]=4[CH:16]=3)=[C:18]([C:34]3[CH:39]=[CH:38][CH:37]=[CH:36][CH:35]=3)[N:19]=[CH:20]2)[CH2:23]1. (4) Given the reactants FC(F)(F)C(O)=O.C(OC([NH:15][N:16]([C:30]1[CH:35]=[CH:34][CH:33]=[CH:32][C:31]=1[F:36])[C:17]([CH:19]1[C:24](=O)[C@:23]2([CH3:29])[C:26]([CH3:28])([CH3:27])[C@H:20]1[CH2:21][CH2:22]2)=[O:18])=O)(C)(C)C, predict the reaction product. The product is: [F:36][C:31]1[CH:32]=[CH:33][CH:34]=[CH:35][C:30]=1[N:16]1[C:17](=[O:18])[C:19]2[C@H:20]3[C:26]([CH3:28])([CH3:27])[C@:23]([CH3:29])([CH2:22][CH2:21]3)[C:24]=2[NH:15]1. (5) Given the reactants [Cl:1][C:2]1[C:3]([C:9]([NH2:11])=[O:10])=[N:4][CH:5]=[CH:6][C:7]=1Cl.[OH:12][C:13]1[CH:14]=[CH:15][C:16]([NH:19][C:20]([C:22]2[C:23](=[O:37])[N:24]([C:31]3[CH:36]=[CH:35][CH:34]=[CH:33][CH:32]=3)[N:25]3[CH2:30][CH2:29][CH2:28][CH2:27][C:26]=23)=[O:21])=[N:17][CH:18]=1.CC([O-])(C)C.[K+], predict the reaction product. The product is: [C:9]([C:3]1[C:2]([Cl:1])=[C:7]([O:12][C:13]2[CH:14]=[CH:15][C:16]([NH:19][C:20]([C:22]3[C:23](=[O:37])[N:24]([C:31]4[CH:32]=[CH:33][CH:34]=[CH:35][CH:36]=4)[N:25]4[CH2:30][CH2:29][CH2:28][CH2:27][C:26]=34)=[O:21])=[N:17][CH:18]=2)[CH:6]=[CH:5][N:4]=1)(=[O:10])[NH2:11]. (6) The product is: [CH:14]([N:4]1[C:5]([CH2:7][CH2:8][C:9]([O:11][CH2:12][CH3:13])=[O:10])=[CH:6][C:2]([O:1][C:20]2[CH:29]=[CH:28][C:27]3[C:22](=[CH:23][CH:24]=[CH:25][CH:26]=3)[N:21]=2)=[N:3]1)([CH3:15])[CH3:16]. Given the reactants [OH:1][C:2]1[CH:6]=[C:5]([CH2:7][CH2:8][C:9]([O:11][CH2:12][CH3:13])=[O:10])[N:4]([CH:14]([CH3:16])[CH3:15])[N:3]=1.[H-].[Na+].Cl[C:20]1[CH:29]=[CH:28][C:27]2[C:22](=[CH:23][CH:24]=[CH:25][CH:26]=2)[N:21]=1.O, predict the reaction product. (7) The product is: [F:8][C:9]1[CH:10]=[C:11]([CH2:12][N:5]2[CH2:6][CH2:7][N:2]([CH3:1])[CH2:3][CH2:4]2)[CH:14]=[CH:15][C:16]=1[N+:17]([O-:19])=[O:18]. Given the reactants [CH3:1][N:2]1[CH2:7][CH2:6][NH:5][CH2:4][CH2:3]1.[F:8][C:9]1[CH:10]=[C:11]([CH:14]=[CH:15][C:16]=1[N+:17]([O-:19])=[O:18])[CH:12]=O.C(O)(=O)C.C(O[BH-](OC(=O)C)OC(=O)C)(=O)C.[Na+], predict the reaction product. (8) Given the reactants [Br-:1].[CH:2]1([C:8]([OH:34])([C:28]2[CH:33]=[CH:32][CH:31]=[CH:30][CH:29]=2)[C:9]([O:11][CH2:12][CH:13]2[CH2:17][CH2:16][CH2:15][N+:14]2([CH:19](C2C=CON=2)[C:20](=[O:22])[NH2:21])[CH3:18])=[O:10])[CH2:7][CH2:6][CH2:5][CH2:4][CH2:3]1.[Br-].OC[C@H]1CCC[N+]1(CC(=O)N[C:47]1[CH:51]=[CH:50][O:49][N:48]=1)C.[Br-].O[C@@H]1CCC[N+](CC(=O)NC2C=CON=2)(C)C1, predict the reaction product. The product is: [Br-:1].[CH:2]1([C:8]([OH:34])([C:28]2[CH:29]=[CH:30][CH:31]=[CH:32][CH:33]=2)[C:9]([O:11][CH:12]2[CH2:13][CH2:17][CH2:16][CH2:15][N+:14]2([CH2:19][C:20](=[O:22])[NH:21][C:47]2[CH:51]=[CH:50][O:49][N:48]=2)[CH3:18])=[O:10])[CH2:3][CH2:4][CH2:5][CH2:6][CH2:7]1.